Dataset: Choline transporter screen with 302,306 compounds. Task: Binary Classification. Given a drug SMILES string, predict its activity (active/inactive) in a high-throughput screening assay against a specified biological target. (1) The molecule is S(c1ccc(c2oc3c(c(=O)c2)cccc3)cc1)C. The result is 0 (inactive). (2) The result is 0 (inactive). The compound is s1c(C(Oc2cc3c(c(oc3cc2)C)C(OC(C)C)=O)=O)ccc1. (3) The compound is O(c1ccc(N2C(=O)c3c(nccc3)C2=O)cc1)CC. The result is 0 (inactive). (4) The result is 0 (inactive). The molecule is Oc1c(C(NC(=O)CCC)c2c(OC)cccc2)ccc2c1nccc2. (5) The compound is O=c1nc([nH]c(N(CC)CC)c1CC=C)C. The result is 0 (inactive).